The task is: Predict which catalyst facilitates the given reaction.. This data is from Catalyst prediction with 721,799 reactions and 888 catalyst types from USPTO. (1) Reactant: [CH2:1]([O:8][C:9]1[CH:10]=[C:11]([CH2:16][OH:17])[CH:12]=[CH:13][C:14]=1[CH3:15])[C:2]1[CH:7]=[CH:6][CH:5]=[CH:4][CH:3]=1. Product: [CH2:1]([O:8][C:9]1[CH:10]=[C:11]([CH:12]=[CH:13][C:14]=1[CH3:15])[CH:16]=[O:17])[C:2]1[CH:3]=[CH:4][CH:5]=[CH:6][CH:7]=1. The catalyst class is: 327. (2) Reactant: [Cl:1][C:2]1[CH:26]=[CH:25][C:5]([CH2:6][N:7]2[CH2:12][CH2:11][N:10]([C:13]([O:15][CH:16]([C:21]([F:24])([F:23])[F:22])[C:17]([F:20])([F:19])[F:18])=[O:14])[CH2:9][CH2:8]2)=[C:4]([N:27]2[CH2:31][CH2:30][C@H:29]([CH2:32]OS(C3C=CC(C)=CC=3)(=O)=O)[CH2:28]2)[CH:3]=1.CCCC[N+](CCCC)(CCCC)CCCC.[F-:61]. Product: [F:18][C:17]([F:20])([F:19])[CH:16]([O:15][C:13]([N:10]1[CH2:11][CH2:12][N:7]([CH2:6][C:5]2[CH:25]=[CH:26][C:2]([Cl:1])=[CH:3][C:4]=2[N:27]2[CH2:31][CH2:30][C@H:29]([CH2:32][F:61])[CH2:28]2)[CH2:8][CH2:9]1)=[O:14])[C:21]([F:23])([F:24])[F:22]. The catalyst class is: 1. (3) Reactant: [CH:1]12[CH2:8][CH2:7][CH:4]([NH:5][CH2:6]1)[CH2:3][N:2]2[CH2:9][CH:10]([C:12]1[CH:21]=[CH:20][C:15]2[C:16](=[O:19])[O:17][CH2:18][C:14]=2[C:13]=1[CH3:22])[OH:11].[CH3:23][C:24]1[C:32]2[CH2:31][O:30][C:29](=[O:33])[C:28]=2[CH:27]=[CH:26][C:25]=1[CH:34]1[CH2:36][O:35]1. Product: [CH:1]12[CH2:8][CH2:7][CH:4]([N:5]([CH2:36][CH:34]([C:25]3[CH:26]=[CH:27][C:28]4[C:29](=[O:33])[O:30][CH2:31][C:32]=4[C:24]=3[CH3:23])[OH:35])[CH2:6]1)[CH2:3][N:2]2[CH2:9][CH:10]([C:12]1[CH:21]=[CH:20][C:15]2[C:16](=[O:19])[O:17][CH2:18][C:14]=2[C:13]=1[CH3:22])[OH:11]. The catalyst class is: 58.